Dataset: Full USPTO retrosynthesis dataset with 1.9M reactions from patents (1976-2016). Task: Predict the reactants needed to synthesize the given product. (1) Given the product [F:18][C:19]1[CH:20]=[C:21]([C:2]2[CH:3]=[C:4]([CH:9]=[CH:10][N:11]=2)[C:5]([O:7][CH3:8])=[O:6])[CH:22]=[C:23]([F:29])[C:24]=1[C:25]([F:26])([F:27])[F:28], predict the reactants needed to synthesize it. The reactants are: Cl[C:2]1[CH:3]=[C:4]([CH:9]=[CH:10][N:11]=1)[C:5]([O:7][CH3:8])=[O:6].C(=O)([O-])[O-].[K+].[K+].[F:18][C:19]1[CH:20]=[C:21](B2OC(C)(C)C(C)(C)O2)[CH:22]=[C:23]([F:29])[C:24]=1[C:25]([F:28])([F:27])[F:26].C(Cl)Cl. (2) Given the product [Cl:11][C:9]1[CH:10]=[C:2]2[C:3]([C:4]([N:13]3[CH2:17][CH2:16][CH2:15][CH2:14]3)=[N:6][C:4]([C:3]3[CH:7]=[CH:8][CH:9]=[CH:10][C:2]=3[Cl:12])=[N:1]2)=[CH:7][CH:8]=1, predict the reactants needed to synthesize it. The reactants are: [NH2:1][C:2]1[CH:10]=[C:9]([Cl:11])[CH:8]=[CH:7][C:3]=1[C:4]([NH2:6])=O.[Cl-:12].[NH:13]1[CH2:17][CH2:16][CH2:15][CH2:14]1. (3) Given the product [OH:59][C:51]1[C:50]([CH2:49][NH:48][C:8]([C:6]2[CH:5]=[CH:4][N:3]([CH:11]([C:13]3[CH:18]=[CH:17][CH:16]=[CH:15][CH:14]=3)[CH3:12])[C:2](=[O:1])[CH:7]=2)=[O:10])=[C:55]([O:56][CH3:57])[CH:54]=[C:53]([CH3:58])[N:52]=1, predict the reactants needed to synthesize it. The reactants are: [O:1]=[C:2]1[CH:7]=[C:6]([C:8]([OH:10])=O)[CH:5]=[CH:4][N:3]1[CH:11]([C:13]1[CH:18]=[CH:17][CH:16]=[CH:15][CH:14]=1)[CH3:12].ON1C2C=CC=CC=2N=N1.Cl.CN(C)CCCN=C=NCC.C(N(CC)CC)C.[NH2:48][CH2:49][C:50]1[C:51]([OH:59])=[N:52][C:53]([CH3:58])=[CH:54][C:55]=1[O:56][CH3:57]. (4) Given the product [Br:1][C:2]1[C:7]([NH:8][C:9](=[O:10])[O:11][C:12]([CH3:15])([CH3:14])[CH3:13])=[CH:6][CH:5]=[CH:4][N:3]=1, predict the reactants needed to synthesize it. The reactants are: [Br:1][C:2]1[C:7]([NH2:8])=[CH:6][CH:5]=[CH:4][N:3]=1.[C:9](O[C:9]([O:11][C:12]([CH3:15])([CH3:14])[CH3:13])=[O:10])([O:11][C:12]([CH3:15])([CH3:14])[CH3:13])=[O:10].C(N(C(C)C)C(C)C)C. (5) Given the product [ClH:1].[CH3:36][C@H:37]1[CH2:42][CH2:41][CH2:40][N:39]([CH2:2][CH2:3][CH2:4][O:5][C:6]2[CH:11]=[CH:10][C:9]([C:12]3[CH:17]=[CH:16][N+:15]([O-:18])=[CH:14][CH:13]=3)=[CH:8][CH:7]=2)[CH2:38]1, predict the reactants needed to synthesize it. The reactants are: [Cl:1][CH2:2][CH2:3][CH2:4][O:5][C:6]1[CH:11]=[CH:10][C:9]([C:12]2[CH:17]=[CH:16][N+:15]([O-:18])=[CH:14][CH:13]=2)=[CH:8][CH:7]=1.C(=O)([O-])[O-].[K+].[K+].C(O)(=O)C(C1C=CC=CC=1)O.[CH3:36][C@H:37]1[CH2:42][CH2:41][CH2:40][NH:39][CH2:38]1.Cl.